Dataset: Forward reaction prediction with 1.9M reactions from USPTO patents (1976-2016). Task: Predict the product of the given reaction. (1) Given the reactants [CH2:1]([N:11]=[C:12]=S)[CH2:2][CH2:3][CH2:4][CH2:5][CH2:6][CH2:7][CH2:8][CH2:9]C.[CH3:14][OH:15].[OH2:16].C[N:18](C=O)C, predict the reaction product. The product is: [NH2:18][C@H:9]([C:14]([OH:16])=[O:15])[CH2:8][C:7]1[C:6]2[C:1](=[CH:2][CH:3]=[CH:4][CH:5]=2)[NH:11][CH:12]=1. (2) Given the reactants Br[C:2]1[CH:11]=[CH:10][CH:9]=[C:8]2[C:3]=1[CH2:4][CH2:5][CH2:6][C:7]2=[O:12].O.[CH3:14][N:15]1C(=O)CCC1, predict the reaction product. The product is: [O:12]=[C:7]1[CH2:6][CH2:5][CH2:4][C:3]2[C:2]([C:14]#[N:15])=[CH:11][CH:10]=[CH:9][C:8]1=2. (3) Given the reactants [CH2:1]([N:3]([C:7]1[CH:12]=[CH:11][CH:10]=[C:9]([CH3:13])[CH:8]=1)[CH2:4][CH2:5][NH2:6])[CH3:2].[Br:14][C:15]1[CH:20]=[CH:19][CH:18]=[CH:17][C:16]=1[N:21]=[C:22]=[O:23], predict the reaction product. The product is: [Br:14][C:15]1[CH:20]=[CH:19][CH:18]=[CH:17][C:16]=1[NH:21][C:22]([NH:6][CH2:5][CH2:4][N:3]([CH2:1][CH3:2])[C:7]1[CH:12]=[CH:11][CH:10]=[C:9]([CH3:13])[CH:8]=1)=[O:23].